The task is: Predict which catalyst facilitates the given reaction.. This data is from Catalyst prediction with 721,799 reactions and 888 catalyst types from USPTO. (1) Product: [Br:1][C:2]1[CH:10]=[C:6]([C:7](=[O:8])[CH3:11])[CH:5]=[N:4][CH:3]=1. Reactant: [Br:1][C:2]1[CH:3]=[N:4][CH:5]=[C:6]([CH:10]=1)[C:7](Cl)=[O:8].[CH3:11][Mg+].[Br-]. The catalyst class is: 1. (2) Reactant: [Cl:1][C:2]1[CH:7]=[C:6]([OH:8])[CH:5]=[CH:4][C:3]=1[C:9]1[CH:14]=[CH:13][CH:12]=[CH:11][C:10]=1[F:15].C(O)(=O)C.[I:20]N1C(=O)CCC1=O.S(=O)(=O)(O)O. Product: [Cl:1][C:2]1[CH:7]=[C:6]([OH:8])[C:5]([I:20])=[CH:4][C:3]=1[C:9]1[CH:14]=[CH:13][CH:12]=[CH:11][C:10]=1[F:15]. The catalyst class is: 2. (3) Reactant: [CH3:1][C:2]1[CH:31]=[CH:30][C:5]([CH2:6][N:7]2[C:16]3[C:11](=[CH:12][CH:13]=[CH:14][CH:15]=3)[C:10](=[O:17])[N:9]([CH2:18][C:19]3[CH:28]=[CH:27][C:22]([C:23]([O:25]C)=[O:24])=[CH:21][CH:20]=3)[C:8]2=[O:29])=[CH:4][CH:3]=1.[OH-].[Li+].Cl. Product: [CH3:1][C:2]1[CH:3]=[CH:4][C:5]([CH2:6][N:7]2[C:16]3[C:11](=[CH:12][CH:13]=[CH:14][CH:15]=3)[C:10](=[O:17])[N:9]([CH2:18][C:19]3[CH:20]=[CH:21][C:22]([C:23]([OH:25])=[O:24])=[CH:27][CH:28]=3)[C:8]2=[O:29])=[CH:30][CH:31]=1. The catalyst class is: 1.